From a dataset of Forward reaction prediction with 1.9M reactions from USPTO patents (1976-2016). Predict the product of the given reaction. (1) Given the reactants [CH3:1][O:2][C:3](=[O:26])[CH2:4][C@H:5]1[C:9]2[CH:10]=[CH:11][C:12]([O:14][C@H:15]3[C:23]4[C:18](=[C:19]([OH:25])[CH:20]=[CH:21][C:22]=4[F:24])[CH2:17][CH2:16]3)=[CH:13][C:8]=2[O:7][CH2:6]1.[O:27]1[C:31]2[CH:32]=[CH:33][C:34](B(O)O)=[CH:35][C:30]=2[CH2:29][CH2:28]1, predict the reaction product. The product is: [CH3:1][O:2][C:3](=[O:26])[CH2:4][C@H:5]1[C:9]2[CH:10]=[CH:11][C:12]([O:14][C@H:15]3[C:23]4[C:18](=[C:19]([O:25][C:34]5[CH:33]=[CH:32][C:31]6[O:27][CH2:28][CH2:29][C:30]=6[CH:35]=5)[CH:20]=[CH:21][C:22]=4[F:24])[CH2:17][CH2:16]3)=[CH:13][C:8]=2[O:7][CH2:6]1. (2) Given the reactants [N:1]1[CH:6]=[C:5]([C:7]2[C:16]3[CH2:15][CH2:14][CH2:13][CH2:12][C:11]=3[N:10]=[C:9]([O:17][CH2:18][C:19]3[N:24]=[C:23]([C:25]#[N:26])[CH:22]=[CH:21][CH:20]=3)[CH:8]=2)[CH:4]=[N:3][CH:2]=1.C([OH:31])(C)(C)C.[F-].[K+], predict the reaction product. The product is: [N:1]1[CH:6]=[C:5]([C:7]2[C:16]3[CH2:15][CH2:14][CH2:13][CH2:12][C:11]=3[N:10]=[C:9]([O:17][CH2:18][C:19]3[N:24]=[C:23]([C:25]([NH2:26])=[O:31])[CH:22]=[CH:21][CH:20]=3)[CH:8]=2)[CH:4]=[N:3][CH:2]=1. (3) Given the reactants FC(F)(F)C([NH:5][CH2:6][CH2:7][CH2:8][C:9]1[C:10]([NH2:25])=[N:11][C:12](=[O:24])[N:13]([CH:23]=1)[C@@H:14]1[O:22][C@H:19]([CH2:20][OH:21])[C@@H:17]([OH:18])[C@H:15]1[OH:16])=O.[OH-].[NH4+], predict the reaction product. The product is: [NH2:5][CH2:6][CH2:7][CH2:8][C:9]1[C:10]([NH2:25])=[N:11][C:12](=[O:24])[N:13]([CH:23]=1)[C@@H:14]1[O:22][C@H:19]([CH2:20][OH:21])[C@@H:17]([OH:18])[C@H:15]1[OH:16].